From a dataset of Full USPTO retrosynthesis dataset with 1.9M reactions from patents (1976-2016). Predict the reactants needed to synthesize the given product. (1) Given the product [C:1]([O:5][C:6]([N:8]1[CH2:13][CH2:12][CH:11]([NH:14][C:15]2[N:20]=[CH:19][C:18]([C:30]3[CH:38]=[CH:37][C:33]([C:34](=[O:35])[NH2:36])=[CH:32][CH:31]=3)=[CH:17][N:16]=2)[CH2:10][CH2:9]1)=[O:7])([CH3:4])([CH3:3])[CH3:2], predict the reactants needed to synthesize it. The reactants are: [C:1]([O:5][C:6]([N:8]1[CH2:13][CH2:12][CH:11]([NH:14][C:15]2[N:20]=[CH:19][C:18](Br)=[CH:17][N:16]=2)[CH2:10][CH2:9]1)=[O:7])([CH3:4])([CH3:3])[CH3:2].CC1(C)C(C)(C)OB([C:30]2[CH:38]=[CH:37][C:33]([C:34]([NH2:36])=[O:35])=[CH:32][CH:31]=2)O1.C(=O)([O-])[O-].[Na+].[Na+]. (2) Given the product [OH:38][CH2:37][C:36]([C:33]1[N:34]=[CH:35][C:30]([NH:29][C:27]([C:26]2[C:25]3[CH2:42][CH2:43][CH2:44][CH2:45][C:24]=3[S:23][C:22]=2[NH:21][C:19]([C:18]2[CH:17]=[C:16]([CH:48]=[CH:47][CH:46]=2)[CH2:15][N:9]([CH:10]([CH2:11][CH3:12])[CH2:13][CH3:14])[C:7](=[O:8])[CH2:6][CH2:5][C:4]([CH3:50])([CH3:49])[C:3]([O:2][CH3:1])=[O:51])=[O:20])=[O:28])=[CH:31][CH:32]=1)([CH3:40])[CH3:41], predict the reactants needed to synthesize it. The reactants are: [CH3:1][O:2][C:3](=[O:51])[C:4]([CH3:50])([CH3:49])[CH2:5][CH2:6][C:7]([N:9]([CH2:15][C:16]1[CH:17]=[C:18]([CH:46]=[CH:47][CH:48]=1)[C:19]([NH:21][C:22]1[S:23][C:24]2[CH2:45][CH2:44][CH2:43][CH2:42][C:25]=2[C:26]=1[C:27]([NH:29][C:30]1[CH:31]=[CH:32][C:33]([C:36]([CH3:41])([CH3:40])[C:37](O)=[O:38])=[N:34][CH:35]=1)=[O:28])=[O:20])[CH:10]([CH2:13][CH3:14])[CH2:11][CH3:12])=[O:8].CN1CCOCC1.ClC(OCC(C)C)=O.